From a dataset of NCI-60 drug combinations with 297,098 pairs across 59 cell lines. Regression. Given two drug SMILES strings and cell line genomic features, predict the synergy score measuring deviation from expected non-interaction effect. (1) Drug 1: C1=NC(=NC(=O)N1C2C(C(C(O2)CO)O)O)N. Drug 2: CN(CCCl)CCCl.Cl. Cell line: OVCAR-4. Synergy scores: CSS=26.6, Synergy_ZIP=-0.854, Synergy_Bliss=0.970, Synergy_Loewe=-8.14, Synergy_HSA=2.16. (2) Drug 1: COC1=CC(=CC(=C1O)OC)C2C3C(COC3=O)C(C4=CC5=C(C=C24)OCO5)OC6C(C(C7C(O6)COC(O7)C8=CC=CS8)O)O. Drug 2: CC1=C(C=C(C=C1)C(=O)NC2=CC(=CC(=C2)C(F)(F)F)N3C=C(N=C3)C)NC4=NC=CC(=N4)C5=CN=CC=C5. Cell line: OVCAR3. Synergy scores: CSS=16.1, Synergy_ZIP=-3.69, Synergy_Bliss=1.53, Synergy_Loewe=-12.4, Synergy_HSA=-0.496. (3) Drug 1: CCC1=C2CN3C(=CC4=C(C3=O)COC(=O)C4(CC)O)C2=NC5=C1C=C(C=C5)O. Drug 2: CCN(CC)CCNC(=O)C1=C(NC(=C1C)C=C2C3=C(C=CC(=C3)F)NC2=O)C. Cell line: HT29. Synergy scores: CSS=2.67, Synergy_ZIP=-3.22, Synergy_Bliss=-0.491, Synergy_Loewe=-28.2, Synergy_HSA=-2.86. (4) Drug 1: CCC1=CC2CC(C3=C(CN(C2)C1)C4=CC=CC=C4N3)(C5=C(C=C6C(=C5)C78CCN9C7C(C=CC9)(C(C(C8N6C)(C(=O)OC)O)OC(=O)C)CC)OC)C(=O)OC.C(C(C(=O)O)O)(C(=O)O)O. Drug 2: CN(C(=O)NC(C=O)C(C(C(CO)O)O)O)N=O. Cell line: SK-MEL-28. Synergy scores: CSS=17.8, Synergy_ZIP=-2.55, Synergy_Bliss=-4.29, Synergy_Loewe=-25.6, Synergy_HSA=-2.96. (5) Drug 1: CC12CCC3C(C1CCC2OP(=O)(O)O)CCC4=C3C=CC(=C4)OC(=O)N(CCCl)CCCl.[Na+]. Drug 2: N.N.Cl[Pt+2]Cl. Cell line: COLO 205. Synergy scores: CSS=32.8, Synergy_ZIP=-8.69, Synergy_Bliss=-1.02, Synergy_Loewe=-25.4, Synergy_HSA=1.25. (6) Drug 1: COC1=C2C(=CC3=C1OC=C3)C=CC(=O)O2. Drug 2: N.N.Cl[Pt+2]Cl. Cell line: HL-60(TB). Synergy scores: CSS=71.7, Synergy_ZIP=8.54, Synergy_Bliss=6.00, Synergy_Loewe=2.23, Synergy_HSA=8.91. (7) Drug 1: CN1CCC(CC1)COC2=C(C=C3C(=C2)N=CN=C3NC4=C(C=C(C=C4)Br)F)OC. Drug 2: CC1=CC=C(C=C1)C2=CC(=NN2C3=CC=C(C=C3)S(=O)(=O)N)C(F)(F)F. Cell line: UO-31. Synergy scores: CSS=26.2, Synergy_ZIP=-8.29, Synergy_Bliss=0.874, Synergy_Loewe=1.93, Synergy_HSA=4.26. (8) Drug 1: CCC1=CC2CC(C3=C(CN(C2)C1)C4=CC=CC=C4N3)(C5=C(C=C6C(=C5)C78CCN9C7C(C=CC9)(C(C(C8N6C)(C(=O)OC)O)OC(=O)C)CC)OC)C(=O)OC. Drug 2: B(C(CC(C)C)NC(=O)C(CC1=CC=CC=C1)NC(=O)C2=NC=CN=C2)(O)O. Cell line: SW-620. Synergy scores: CSS=74.8, Synergy_ZIP=2.52, Synergy_Bliss=1.08, Synergy_Loewe=-1.38, Synergy_HSA=2.43. (9) Drug 1: CN(CC1=CN=C2C(=N1)C(=NC(=N2)N)N)C3=CC=C(C=C3)C(=O)NC(CCC(=O)O)C(=O)O. Drug 2: CN1C(=O)N2C=NC(=C2N=N1)C(=O)N. Cell line: HOP-92. Synergy scores: CSS=3.64, Synergy_ZIP=-6.40, Synergy_Bliss=-3.70, Synergy_Loewe=-9.36, Synergy_HSA=-5.75. (10) Drug 1: CCC1=CC2CC(C3=C(CN(C2)C1)C4=CC=CC=C4N3)(C5=C(C=C6C(=C5)C78CCN9C7C(C=CC9)(C(C(C8N6C)(C(=O)OC)O)OC(=O)C)CC)OC)C(=O)OC.C(C(C(=O)O)O)(C(=O)O)O. Drug 2: CC12CCC3C(C1CCC2OP(=O)(O)O)CCC4=C3C=CC(=C4)OC(=O)N(CCCl)CCCl.[Na+]. Cell line: M14. Synergy scores: CSS=14.1, Synergy_ZIP=-1.13, Synergy_Bliss=-3.61, Synergy_Loewe=-34.9, Synergy_HSA=-3.52.